This data is from Forward reaction prediction with 1.9M reactions from USPTO patents (1976-2016). The task is: Predict the product of the given reaction. Given the reactants [OH:1][CH2:2][CH2:3][C:4]1[N:5]([CH2:26][C:27]([O:29]CC)=[O:28])[C:6]([CH3:25])=[C:7]([CH2:10][C:11]2[CH:16]=[CH:15][C:14]([S:17]([N:20]3[CH2:24][CH2:23][CH2:22][CH2:21]3)(=[O:19])=[O:18])=[CH:13][CH:12]=2)[C:8]=1[CH3:9].[Li+].[OH-], predict the reaction product. The product is: [OH:1][CH2:2][CH2:3][C:4]1[N:5]([CH2:26][C:27]([OH:29])=[O:28])[C:6]([CH3:25])=[C:7]([CH2:10][C:11]2[CH:16]=[CH:15][C:14]([S:17]([N:20]3[CH2:24][CH2:23][CH2:22][CH2:21]3)(=[O:18])=[O:19])=[CH:13][CH:12]=2)[C:8]=1[CH3:9].